This data is from Catalyst prediction with 721,799 reactions and 888 catalyst types from USPTO. The task is: Predict which catalyst facilitates the given reaction. Reactant: [Cl:1][C:2]1[CH:3]=[CH:4][C:5]([CH:23]=[O:24])=[C:6]2[C:10]=1[N:9]=[C:8]1[N:11]([C:15]3[CH:20]=[CH:19][C:18]([Cl:21])=[CH:17][C:16]=3[Cl:22])[CH2:12][CH2:13][CH2:14][N:7]21.[CH:25]([Mg]Cl)([CH3:27])[CH3:26].C([Mg]Cl)CC. Product: [Cl:1][C:2]1[C:10]2[N:9]=[C:8]3[N:11]([C:15]4[CH:20]=[CH:19][C:18]([Cl:21])=[CH:17][C:16]=4[Cl:22])[CH2:12][CH2:13][CH2:14][N:7]3[C:6]=2[C:5]([CH:23]([OH:24])[CH:25]([CH3:27])[CH3:26])=[CH:4][CH:3]=1. The catalyst class is: 7.